Dataset: Catalyst prediction with 721,799 reactions and 888 catalyst types from USPTO. Task: Predict which catalyst facilitates the given reaction. Reactant: Cl[C:2]1[N:7]=[CH:6][N:5]=[C:4]([NH:8][C:9]2[N:10]=[CH:11][C:12]([C:15]#[N:16])=[N:13][CH:14]=2)[CH:3]=1.[NH2:17][CH2:18][CH:19]1[CH2:24][CH2:23][O:22][CH2:21][CH2:20]1.C(N(CC)CC)C. Product: [O:22]1[CH2:23][CH2:24][CH:19]([CH2:18][NH:17][C:2]2[N:7]=[CH:6][N:5]=[C:4]([NH:8][C:9]3[N:10]=[CH:11][C:12]([C:15]#[N:16])=[N:13][CH:14]=3)[CH:3]=2)[CH2:20][CH2:21]1. The catalyst class is: 23.